Task: Predict the product of the given reaction.. Dataset: Forward reaction prediction with 1.9M reactions from USPTO patents (1976-2016) Given the reactants [NH2:1][C:2]1[CH:11]=[CH:10][C:5]([C:6]([O:8][CH3:9])=[O:7])=[CH:4][N:3]=1.F[C:13]1[CH:27]=[CH:26][C:16]([CH2:17][N:18]2[CH2:23][CH2:22]O[CH:20]([CH2:24][NH2:25])[CH2:19]2)=[CH:15][CH:14]=1, predict the reaction product. The product is: [CH2:17]([N:18]1[CH2:23][CH2:22][CH:24]([NH:25][C:4]2[C:5]([C:6]([NH:1][C:2]3[CH:11]=[CH:10][C:5]([C:6]([O:8][CH3:9])=[O:7])=[CH:4][N:3]=3)=[O:7])=[CH:10][CH:11]=[CH:2][N:3]=2)[CH2:20][CH2:19]1)[C:16]1[CH:26]=[CH:27][CH:13]=[CH:14][CH:15]=1.